Dataset: NCI-60 drug combinations with 297,098 pairs across 59 cell lines. Task: Regression. Given two drug SMILES strings and cell line genomic features, predict the synergy score measuring deviation from expected non-interaction effect. (1) Drug 1: CCN(CC)CCNC(=O)C1=C(NC(=C1C)C=C2C3=C(C=CC(=C3)F)NC2=O)C. Drug 2: C(=O)(N)NO. Cell line: SK-OV-3. Synergy scores: CSS=0.581, Synergy_ZIP=-0.578, Synergy_Bliss=1.71, Synergy_Loewe=-11.0, Synergy_HSA=-0.406. (2) Drug 1: CC1C(C(=O)NC(C(=O)N2CCCC2C(=O)N(CC(=O)N(C(C(=O)O1)C(C)C)C)C)C(C)C)NC(=O)C3=C4C(=C(C=C3)C)OC5=C(C(=O)C(=C(C5=N4)C(=O)NC6C(OC(=O)C(N(C(=O)CN(C(=O)C7CCCN7C(=O)C(NC6=O)C(C)C)C)C)C(C)C)C)N)C. Drug 2: C1CNP(=O)(OC1)N(CCCl)CCCl. Cell line: UACC62. Synergy scores: CSS=6.02, Synergy_ZIP=-9.29, Synergy_Bliss=-7.24, Synergy_Loewe=-30.2, Synergy_HSA=-8.27. (3) Drug 1: CN(CC1=CN=C2C(=N1)C(=NC(=N2)N)N)C3=CC=C(C=C3)C(=O)NC(CCC(=O)O)C(=O)O. Drug 2: CCC(=C(C1=CC=CC=C1)C2=CC=C(C=C2)OCCN(C)C)C3=CC=CC=C3.C(C(=O)O)C(CC(=O)O)(C(=O)O)O. Cell line: MDA-MB-435. Synergy scores: CSS=50.3, Synergy_ZIP=3.09, Synergy_Bliss=-0.535, Synergy_Loewe=-29.8, Synergy_HSA=-0.276. (4) Drug 1: C1CCC(CC1)NC(=O)N(CCCl)N=O. Drug 2: COC1=NC(=NC2=C1N=CN2C3C(C(C(O3)CO)O)O)N. Cell line: ACHN. Synergy scores: CSS=21.1, Synergy_ZIP=2.17, Synergy_Bliss=6.51, Synergy_Loewe=5.97, Synergy_HSA=6.07. (5) Drug 1: CS(=O)(=O)CCNCC1=CC=C(O1)C2=CC3=C(C=C2)N=CN=C3NC4=CC(=C(C=C4)OCC5=CC(=CC=C5)F)Cl. Drug 2: CS(=O)(=O)OCCCCOS(=O)(=O)C. Cell line: MCF7. Synergy scores: CSS=11.1, Synergy_ZIP=-3.60, Synergy_Bliss=0.722, Synergy_Loewe=7.46, Synergy_HSA=2.83. (6) Drug 1: CC1C(C(CC(O1)OC2CC(OC(C2O)C)OC3=CC4=CC5=C(C(=O)C(C(C5)C(C(=O)C(C(C)O)O)OC)OC6CC(C(C(O6)C)O)OC7CC(C(C(O7)C)O)OC8CC(C(C(O8)C)O)(C)O)C(=C4C(=C3C)O)O)O)O. Drug 2: B(C(CC(C)C)NC(=O)C(CC1=CC=CC=C1)NC(=O)C2=NC=CN=C2)(O)O. Cell line: RPMI-8226. Synergy scores: CSS=61.5, Synergy_ZIP=-0.338, Synergy_Bliss=-0.382, Synergy_Loewe=-8.51, Synergy_HSA=1.34.